From a dataset of Peptide-MHC class II binding affinity with 134,281 pairs from IEDB. Regression. Given a peptide amino acid sequence and an MHC pseudo amino acid sequence, predict their binding affinity value. This is MHC class II binding data. The peptide sequence is GPNELGRFKHTDA. The MHC is DRB1_0401 with pseudo-sequence DRB1_0401. The binding affinity (normalized) is 0.